This data is from Peptide-MHC class I binding affinity with 185,985 pairs from IEDB/IMGT. The task is: Regression. Given a peptide amino acid sequence and an MHC pseudo amino acid sequence, predict their binding affinity value. This is MHC class I binding data. (1) The peptide sequence is WLSVIAFGK. The MHC is HLA-B48:01 with pseudo-sequence HLA-B48:01. The binding affinity (normalized) is 0.0847. (2) The peptide sequence is LQQHNIVHGK. The MHC is HLA-A31:01 with pseudo-sequence HLA-A31:01. The binding affinity (normalized) is 0.280.